From a dataset of Full USPTO retrosynthesis dataset with 1.9M reactions from patents (1976-2016). Predict the reactants needed to synthesize the given product. Given the product [N:10]1([CH:3]2[C:2]([CH3:9])([CH3:1])[CH2:7][CH2:6][C:5](=[O:8])[CH2:4]2)[CH:14]=[CH:13][N:12]=[CH:11]1, predict the reactants needed to synthesize it. The reactants are: [CH3:1][C:2]1([CH3:9])[CH2:7][CH2:6][C:5](=[O:8])[CH:4]=[CH:3]1.[NH:10]1[CH:14]=[CH:13][N:12]=[CH:11]1.